Predict which catalyst facilitates the given reaction. From a dataset of Catalyst prediction with 721,799 reactions and 888 catalyst types from USPTO. Reactant: Br[C:2]1[CH:3]=[CH:4][C:5]([CH:8]=[O:9])=[N:6][CH:7]=1.[F:10][C:11]1[CH:16]=[CH:15][C:14]([O:17][CH3:18])=[CH:13][C:12]=1B(O)O.C([O-])([O-])=O.[K+].[K+]. Product: [F:10][C:11]1[CH:16]=[CH:15][C:14]([O:17][CH3:18])=[CH:13][C:12]=1[C:2]1[CH:3]=[CH:4][C:5]([CH:8]=[O:9])=[N:6][CH:7]=1. The catalyst class is: 77.